Task: Predict the product of the given reaction.. Dataset: Forward reaction prediction with 1.9M reactions from USPTO patents (1976-2016) (1) Given the reactants C([N:8]1[CH2:14][CH:13]2[CH:10]([CH2:11][N:12]2[C:15](=[O:30])[CH2:16][NH:17][C:18](=[O:29])[C:19]2[CH:24]=[CH:23][CH:22]=[C:21]([C:25]([F:28])([F:27])[F:26])[CH:20]=2)[CH2:9]1)C1C=CC=CC=1.Cl, predict the reaction product. The product is: [CH:10]12[CH2:11][N:12]([C:15](=[O:30])[CH2:16][NH:17][C:18](=[O:29])[C:19]3[CH:24]=[CH:23][CH:22]=[C:21]([C:25]([F:27])([F:28])[F:26])[CH:20]=3)[CH:13]1[CH2:14][NH:8][CH2:9]2. (2) Given the reactants [O:1]1[CH2:5][CH2:4][NH:3][C:2]1=[O:6].[C:7]1(C)[CH:12]=CC=[CH:9][CH:8]=1, predict the reaction product. The product is: [CH2:9]([N:3]1[CH2:4][CH2:5][O:1][C:2]1=[O:6])[CH2:8][C:7]#[CH:12]. (3) The product is: [Br:25][CH2:13][C:12]1[O:11][C:10]([C:14]2[CH:19]=[CH:18][CH:17]=[CH:16][CH:15]=2)=[C:9]([C:20]([O:22][CH2:23][CH3:24])=[O:21])[C:8]=1[C:5]1[CH:6]=[CH:7][C:2]([F:1])=[CH:3][CH:4]=1. Given the reactants [F:1][C:2]1[CH:7]=[CH:6][C:5]([C:8]2[C:9]([C:20]([O:22][CH2:23][CH3:24])=[O:21])=[C:10]([C:14]3[CH:19]=[CH:18][CH:17]=[CH:16][CH:15]=3)[O:11][C:12]=2[CH3:13])=[CH:4][CH:3]=1.[Br:25]N1C(=O)CCC1=O.N(C(C)(C)C#N)=NC(C)(C)C#N, predict the reaction product. (4) Given the reactants [C:1]1([CH:7]([CH:12]2[CH2:16][CH2:15][CH2:14][NH:13]2)[C:8]([O:10][CH3:11])=[O:9])[CH:6]=[CH:5][CH:4]=[CH:3][CH:2]=1.[C:17](O[C:17]([O:19][C:20]([CH3:23])([CH3:22])[CH3:21])=[O:18])([O:19][C:20]([CH3:23])([CH3:22])[CH3:21])=[O:18], predict the reaction product. The product is: [CH3:11][O:10][C:8](=[O:9])[CH:7]([CH:12]1[CH2:16][CH2:15][CH2:14][N:13]1[C:17]([O:19][C:20]([CH3:23])([CH3:22])[CH3:21])=[O:18])[C:1]1[CH:2]=[CH:3][CH:4]=[CH:5][CH:6]=1. (5) Given the reactants [Si:1]([O:8][C:9]([CH3:31])([CH3:30])[CH2:10][N:11]1[C:19]2[C:14](=[CH:15][C:16]([O:20][C:21]3[CH:28]=[CH:27][C:26]([F:29])=[CH:25][C:22]=3[CH2:23][NH2:24])=[CH:17][CH:18]=2)[CH:13]=[N:12]1)([C:4]([CH3:7])([CH3:6])[CH3:5])([CH3:3])[CH3:2].ClC(Cl)(Cl)C[O:35][C:36](=O)[NH:37][C:38]1[N:39]([CH3:47])[N:40]=[C:41]([C:43]([CH3:46])([CH3:45])[CH3:44])[CH:42]=1.CCN(C(C)C)C(C)C, predict the reaction product. The product is: [Si:1]([O:8][C:9]([CH3:31])([CH3:30])[CH2:10][N:11]1[C:19]2[C:14](=[CH:15][C:16]([O:20][C:21]3[CH:28]=[CH:27][C:26]([F:29])=[CH:25][C:22]=3[CH2:23][NH:24][C:36]([NH:37][C:38]3[N:39]([CH3:47])[N:40]=[C:41]([C:43]([CH3:45])([CH3:44])[CH3:46])[CH:42]=3)=[O:35])=[CH:17][CH:18]=2)[CH:13]=[N:12]1)([C:4]([CH3:7])([CH3:5])[CH3:6])([CH3:3])[CH3:2]. (6) Given the reactants Cl[C:2]1[CH:7]=[C:6]([Cl:8])[N:5]=[CH:4][N:3]=1.[NH2:9][C:10]1[CH:11]=[C:12]([CH:17]=[CH:18][C:19]=1[CH3:20])[C:13]([NH:15][CH3:16])=[O:14].CCN(C(C)C)C(C)C, predict the reaction product. The product is: [Cl:8][C:6]1[N:5]=[CH:4][N:3]=[C:2]([NH:9][C:10]2[CH:11]=[C:12]([CH:17]=[CH:18][C:19]=2[CH3:20])[C:13]([NH:15][CH3:16])=[O:14])[CH:7]=1. (7) The product is: [CH2:12]([C:2]1[S:6][C:5]([CH:7]=[O:8])=[CH:4][CH:3]=1)[CH2:11][CH:10]=[CH2:9]. Given the reactants Br[C:2]1[S:6][C:5]([CH:7]=[O:8])=[CH:4][CH:3]=1.[CH2:9](B(O)O)[CH2:10][CH:11]=[CH2:12], predict the reaction product. (8) The product is: [CH2:17]([NH:10][C:7]1[CH:6]=[CH:5][C:4]([O:3][C:2]([F:11])([F:12])[F:1])=[CH:9][CH:8]=1)[CH2:16][CH:15]=[CH2:14]. Given the reactants [F:1][C:2]([F:12])([F:11])[O:3][C:4]1[CH:9]=[CH:8][C:7]([NH2:10])=[CH:6][CH:5]=1.Br[CH2:14][CH2:15][CH:16]=[CH2:17].C([O-])([O-])=O.[Cs+].[Cs+], predict the reaction product.